From a dataset of Full USPTO retrosynthesis dataset with 1.9M reactions from patents (1976-2016). Predict the reactants needed to synthesize the given product. (1) The reactants are: [F:1][C:2]1[CH:3]=[C:4]([C:8]2[C@:9]3([CH2:25][CH2:24][C@H:23]4[C@@H:14]([CH2:15][CH2:16][C:17]5[CH:18]=[C:19]([C:26](O)=[O:27])[CH:20]=[CH:21][C:22]=54)[C@@H:11]3[CH2:12][CH:13]=2)[CH3:10])[CH:5]=[N:6][CH:7]=1.[NH:29]1[C:33]([CH2:34][CH2:35][NH2:36])=[N:32][N:31]=[N:30]1. Given the product [F:1][C:2]1[CH:3]=[C:4]([C:8]2[C@:9]3([CH2:25][CH2:24][C@H:23]4[C@@H:14]([CH2:15][CH2:16][C:17]5[CH:18]=[C:19]([C:26]([NH:36][CH2:35][CH2:34][C:33]6[NH:32][N:31]=[N:30][N:29]=6)=[O:27])[CH:20]=[CH:21][C:22]=54)[C@@H:11]3[CH2:12][CH:13]=2)[CH3:10])[CH:5]=[N:6][CH:7]=1, predict the reactants needed to synthesize it. (2) Given the product [CH:1]1([C:6]2[CH:11]=[C:10]([C:12]3[N:16]=[C:15]([C:17]4[CH:22]=[C:21]([CH3:23])[C:20]([O:24][CH2:30][C@@H:31]([OH:34])[CH2:32][OH:33])=[C:19]([CH2:25][CH3:26])[CH:18]=4)[O:14][N:13]=3)[CH:9]=[C:8]([O:27][CH3:28])[N:7]=2)[CH2:2][CH2:3][CH2:4][CH2:5]1, predict the reactants needed to synthesize it. The reactants are: [CH:1]1([C:6]2[CH:11]=[C:10]([C:12]3[N:16]=[C:15]([C:17]4[CH:22]=[C:21]([CH3:23])[C:20]([OH:24])=[C:19]([CH2:25][CH3:26])[CH:18]=4)[O:14][N:13]=3)[CH:9]=[C:8]([O:27][CH3:28])[N:7]=2)[CH2:5][CH2:4][CH2:3][CH2:2]1.Cl[CH2:30][C@@H:31]([OH:34])[CH2:32][OH:33].